From a dataset of Full USPTO retrosynthesis dataset with 1.9M reactions from patents (1976-2016). Predict the reactants needed to synthesize the given product. Given the product [Br:1][C:2]1[CH:7]=[CH:6][C:5]([CH:8]([CH2:11][CH2:12][CH2:13][Cl:14])[C:9]([OH:15])=[O:20])=[CH:4][CH:3]=1, predict the reactants needed to synthesize it. The reactants are: [Br:1][C:2]1[CH:7]=[CH:6][C:5]([CH:8]([CH2:11][CH2:12][CH2:13][Cl:14])[C:9]#N)=[CH:4][CH:3]=1.[OH:15]S(O)(=O)=O.[OH2:20].